Dataset: Catalyst prediction with 721,799 reactions and 888 catalyst types from USPTO. Task: Predict which catalyst facilitates the given reaction. (1) Reactant: C(OC(=O)[NH:7][C:8]1[CH:13]=[CH:12][CH:11]=[C:10]([O:14][C:15]2[N:20]=[C:19]3[S:21][C:22]([NH:24][C:25]([CH:27]4[CH2:29][CH2:28]4)=[O:26])=[N:23][C:18]3=[CH:17][CH:16]=2)[CH:9]=1)(C)(C)C.C1(OC)C=CC=CC=1. Product: [NH2:7][C:8]1[CH:9]=[C:10]([CH:11]=[CH:12][CH:13]=1)[O:14][C:15]1[N:20]=[C:19]2[S:21][C:22]([NH:24][C:25]([CH:27]3[CH2:29][CH2:28]3)=[O:26])=[N:23][C:18]2=[CH:17][CH:16]=1. The catalyst class is: 55. (2) Reactant: CO[NH:3][CH2:4][CH2:5][C:6]1[CH:11]=[CH:10][CH:9]=[CH:8][CH:7]=1.C1C[O:15][CH2:14]C1.CCN(CC)CC.Cl[C:25]([O:27][CH3:28])=[O:26]. Product: [CH3:28][O:27][C:25](=[O:26])[NH:3][CH2:4][CH2:5][C:6]1[CH:7]=[CH:8][CH:9]=[C:10]([O:15][CH3:14])[CH:11]=1. The catalyst class is: 84.